Dataset: Reaction yield outcomes from USPTO patents with 853,638 reactions. Task: Predict the reaction yield, written as a fraction of the theoretical maximum amount of product (1.0 means a 100% yield; for example, 0.34 means a 34% yield). (1) The catalyst is CN(C=O)C.C1C=CC(/C=C/C(/C=C/C2C=CC=CC=2)=O)=CC=1.C1C=CC(/C=C/C(/C=C/C2C=CC=CC=2)=O)=CC=1.C1C=CC(/C=C/C(/C=C/C2C=CC=CC=2)=O)=CC=1.[Pd].[Pd].[Cu]I.O. The reactants are [C:1]([O:4][CH2:5][C:6]1[C:7]([C:18]([O:20][CH2:21][CH3:22])=[O:19])=[N:8][O:9][C:10]=1[C:11]1[CH:16]=[CH:15][CH:14]=[C:13](I)[CH:12]=1)(=[O:3])[CH3:2].N#N.[O:25]1C=[CH:28][CH:27]=[C:26]1P([C:26]1[O:25]C=[CH:28][CH:27]=1)[C:26]1[O:25]C=[CH:28][CH:27]=1.C([Sn](CCCC)(CCCC)CC=CO)CCC. The yield is 0.820. The product is [C:1]([O:4][CH2:5][C:6]1[C:7]([C:18]([O:20][CH2:21][CH3:22])=[O:19])=[N:8][O:9][C:10]=1[C:11]1[CH:16]=[CH:15][CH:14]=[C:13](/[CH:28]=[CH:27]/[CH2:26][OH:25])[CH:12]=1)(=[O:3])[CH3:2]. (2) The reactants are C(=[N:8][N:9]1[CH2:14][CH2:13][N:12]([S:15]([C:18]2[CH:23]=[CH:22][CH:21]=[CH:20][C:19]=2[N+:24]([O-:26])=[O:25])(=[O:17])=[O:16])[CH2:11][CH2:10]1)C1C=CC=CC=1.Cl.C(=O)C1C=CC=CC=1. No catalyst specified. The product is [N+:24]([C:19]1[CH:20]=[CH:21][CH:22]=[CH:23][C:18]=1[S:15]([N:12]1[CH2:11][CH2:10][N:9]([NH2:8])[CH2:14][CH2:13]1)(=[O:17])=[O:16])([O-:26])=[O:25]. The yield is 0.960. (3) The reactants are [NH2:1][C:2]1[CH:7]=[CH:6][CH:5]=[CH:4][CH:3]=1.[CH2:8]([O:10][C:11](=[O:17])[C:12](=[N+:15]=[N-:16])[CH:13]=O)[CH3:9].O. The catalyst is CCO. The product is [CH2:8]([O:10][C:11]([C:12]1[N:15]=[N:16][N:1]([C:2]2[CH:7]=[CH:6][CH:5]=[CH:4][CH:3]=2)[CH:13]=1)=[O:17])[CH3:9]. The yield is 0.874. (4) The reactants are [OH:1][N:2]=[C:3](Cl)[C:4]1[CH:9]=[CH:8][C:7]([O:10][C:11]([F:14])([F:13])[F:12])=[CH:6][CH:5]=1.[CH3:16][O:17][C:18](=[O:23])[CH2:19][C:20]([CH3:22])=O.C[O-].[Na+]. The catalyst is CO. The product is [CH3:16][O:17][C:18]([C:19]1[C:3]([C:4]2[CH:9]=[CH:8][C:7]([O:10][C:11]([F:14])([F:13])[F:12])=[CH:6][CH:5]=2)=[N:2][O:1][C:20]=1[CH3:22])=[O:23]. The yield is 0.670.